Dataset: Peptide-MHC class II binding affinity with 134,281 pairs from IEDB. Task: Regression. Given a peptide amino acid sequence and an MHC pseudo amino acid sequence, predict their binding affinity value. This is MHC class II binding data. (1) The peptide sequence is GHLQIVDKIDAAFKI. The MHC is DRB1_0802 with pseudo-sequence DRB1_0802. The binding affinity (normalized) is 0.392. (2) The peptide sequence is NGSMRVFVDVIRALD. The MHC is DRB1_0301 with pseudo-sequence DRB1_0301. The binding affinity (normalized) is 0.555.